From a dataset of Forward reaction prediction with 1.9M reactions from USPTO patents (1976-2016). Predict the product of the given reaction. (1) Given the reactants [Cl:1][C:2]1[C:3]([F:19])=[C:4]([N:8]2[C:12]([OH:13])=[CH:11][C:10]([C:14]([O:16][CH2:17][CH3:18])=[O:15])=[N:9]2)[CH:5]=[CH:6][CH:7]=1.C(N(CC)CC)C.C1C=CC(N([S:34]([C:37]([F:40])([F:39])[F:38])(=[O:36])=[O:35])[S:34]([C:37]([F:40])([F:39])[F:38])(=[O:36])=[O:35])=CC=1, predict the reaction product. The product is: [Cl:1][C:2]1[C:3]([F:19])=[C:4]([N:8]2[C:12]([O:13][S:34]([C:37]([F:40])([F:39])[F:38])(=[O:36])=[O:35])=[CH:11][C:10]([C:14]([O:16][CH2:17][CH3:18])=[O:15])=[N:9]2)[CH:5]=[CH:6][CH:7]=1. (2) Given the reactants Cl[C:2]1[CH:7]=[CH:6][C:5]([N+:8]([O-:10])=[O:9])=[CH:4][C:3]=1[N+:11]([O-:13])=[O:12].[CH3:14][N:15]1[CH2:20][CH2:19][CH:18]([NH2:21])[CH2:17][CH2:16]1, predict the reaction product. The product is: [N+:11]([C:3]1[CH:4]=[C:5]([N+:8]([O-:10])=[O:9])[CH:6]=[CH:7][C:2]=1[NH:21][CH:18]1[CH2:19][CH2:20][N:15]([CH3:14])[CH2:16][CH2:17]1)([O-:13])=[O:12]. (3) Given the reactants [C:1]([C:4]1[CH:5]=[C:6]([CH:17]=[CH:18][CH:19]=1)[O:7][C:8]1[CH:13]=[CH:12][C:11]([N+:14]([O-:16])=[O:15])=[CH:10][CH:9]=1)([OH:3])=[O:2].[NH2:20][CH2:21][CH:22]1[CH2:26][CH2:25][CH2:24][N:23]1[CH2:27]C, predict the reaction product. The product is: [C:1]([C:4]1[CH:5]=[C:6]([CH:17]=[CH:18][CH:19]=1)[O:7][C:8]1[CH:9]=[CH:10][C:11]([N+:14]([O-:16])=[O:15])=[CH:12][CH:13]=1)([OH:3])=[O:2].[CH3:27][N:23]1[CH2:24][CH2:25][CH2:26][CH:22]1[CH2:21][NH:20][C:1]([C:4]1[CH:5]=[C:6]([CH:17]=[CH:18][CH:19]=1)[O:7][C:8]1[CH:13]=[CH:12][C:11]([N+:14]([O-:16])=[O:15])=[CH:10][CH:9]=1)=[O:3]. (4) Given the reactants [F:1]C1N=C(F)N=C(F)N=1.N1C=CC=CC=1.[CH:16]1([CH2:21][C@H:22]([CH2:26][N:27]([CH:36]=[O:37])[O:28][CH2:29][C:30]2[CH:35]=[CH:34][CH:33]=[CH:32][CH:31]=2)[C:23](O)=[O:24])[CH2:20][CH2:19][CH2:18][CH2:17]1.C(O)(=O)CC(CC(O)=O)(C(O)=O)O, predict the reaction product. The product is: [CH:16]1([CH2:21][C@H:22]([CH2:26][N:27]([CH:36]=[O:37])[O:28][CH2:29][C:30]2[CH:35]=[CH:34][CH:33]=[CH:32][CH:31]=2)[C:23]([F:1])=[O:24])[CH2:20][CH2:19][CH2:18][CH2:17]1.